From a dataset of Reaction yield outcomes from USPTO patents with 853,638 reactions. Predict the reaction yield, written as a fraction of the theoretical maximum amount of product (1.0 means a 100% yield; for example, 0.34 means a 34% yield). The reactants are [C:1](C1NC=CN=1)(C1NC=CN=1)=[O:2].[CH2:13]([C:15]1[CH:21]=[CH:20][CH:19]=[CH:18][C:16]=1[NH2:17])[CH3:14].CON(C)[C:25](=O)[C@H:26]([CH2:28][CH2:29][CH2:30][CH3:31])[NH2:27]. The catalyst is C(Cl)Cl. The product is [CH2:13]([C:15]1[CH:21]=[CH:20][CH:19]=[CH:18][C:16]=1[N:17]1[CH:25]=[C:26]([CH2:28][CH2:29][CH2:30][CH3:31])[NH:27][C:1]1=[O:2])[CH3:14]. The yield is 0.250.